The task is: Predict the reactants needed to synthesize the given product.. This data is from Full USPTO retrosynthesis dataset with 1.9M reactions from patents (1976-2016). (1) The reactants are: Cl[C:2]1[C:11]2[C:6](=[CH:7][CH:8]=[C:9]([CH3:12])[CH:10]=2)[N:5]([CH3:13])[C:4](=[O:14])[C:3]=1[C:15]#[N:16].[NH:17]1[CH2:22][CH2:21][NH:20][CH2:19][CH2:18]1. Given the product [CH3:13][N:5]1[C:6]2[C:11](=[CH:10][C:9]([CH3:12])=[CH:8][CH:7]=2)[C:2]([N:17]2[CH2:22][CH2:21][NH:20][CH2:19][CH2:18]2)=[C:3]([C:15]#[N:16])[C:4]1=[O:14], predict the reactants needed to synthesize it. (2) Given the product [CH3:1][S:2]([O:5][C:6]1[CH:7]=[CH:8][C:9]2[C:10]3[N:18]([CH2:19][CH2:20][O:21][C:22]4[CH:27]=[CH:26][CH:25]=[CH:24][CH:23]=4)[C:17]([CH2:28][CH3:29])=[N:16][C:11]=3[C:12]([NH2:42])=[N:13][C:14]=2[CH:15]=1)(=[O:3])=[O:4], predict the reactants needed to synthesize it. The reactants are: [CH3:1][S:2]([O:5][C:6]1[CH:7]=[CH:8][C:9]2[C:10]3[N:18]([CH2:19][CH2:20][O:21][C:22]4[CH:27]=[CH:26][CH:25]=[CH:24][CH:23]=4)[C:17]([CH2:28][CH3:29])=[N:16][C:11]=3[CH:12]=[N:13][C:14]=2[CH:15]=1)(=[O:4])=[O:3].ClC1C=C(C=CC=1)C(OO)=O.[OH-].[NH4+:42].C1(C)C=CC(S(Cl)(=O)=O)=CC=1. (3) Given the product [CH2:6]([O:8][C:9]1[CH:14]=[CH:13][C:12]([C:15]2[CH:20]=[CH:19][C:18]([CH2:21][CH2:22][CH2:23][OH:24])=[CH:17][CH:16]=2)=[C:11]([F:25])[C:10]=1[F:26])[CH3:7], predict the reactants needed to synthesize it. The reactants are: [BH4-].[Na+].C(O)C.[CH2:6]([O:8][C:9]1[CH:14]=[CH:13][C:12]([C:15]2[CH:20]=[CH:19][C:18]([CH2:21][CH2:22][CH:23]=[O:24])=[CH:17][CH:16]=2)=[C:11]([F:25])[C:10]=1[F:26])[CH3:7]. (4) Given the product [I:29][CH2:2][CH2:3][CH2:4][CH2:5][O:6][C:7]([NH:9][C@H:10]([C:12]([CH:14]([SH:27])[C@@H:15]([CH3:26])[C:16]([N:18]1[CH2:25][CH2:24][CH2:23][C@H:19]1[C:20]([OH:22])=[O:21])=[O:17])=[O:13])[CH3:11])=[O:8], predict the reactants needed to synthesize it. The reactants are: Cl[CH2:2][CH2:3][CH2:4][CH2:5][O:6][C:7]([NH:9][C@H:10]([C:12]([CH:14]([SH:27])[C@@H:15]([CH3:26])[C:16]([N:18]1[CH2:25][CH2:24][CH2:23][C@H:19]1[C:20]([OH:22])=[O:21])=[O:17])=[O:13])[CH3:11])=[O:8].[Na+].[I-:29]. (5) Given the product [CH:7]([N:10]1[CH2:15][CH2:14][CH:13]([CH2:16][NH2:18])[CH2:12][CH2:11]1)([CH3:9])[CH3:8], predict the reactants needed to synthesize it. The reactants are: [H-].[H-].[H-].[H-].[Li+].[Al+3].[CH:7]([N:10]1[CH2:15][CH2:14][CH:13]([C:16]([NH2:18])=O)[CH2:12][CH2:11]1)([CH3:9])[CH3:8].O.[OH-].[Na+]. (6) Given the product [F:3][C:4]1[CH:5]=[CH:6][C:7]([C:10]2[N:14]3[CH2:15][CH2:16][CH2:17]/[C:18](=[CH:19]\[C:20]4[CH:25]=[CH:24][C:23]([N:26]5[CH:30]=[C:29]([CH3:31])[N:28]=[CH:27]5)=[C:22]([O:32][CH3:33])[CH:21]=4)/[C:13]3=[N:12][C:11]=2[C:34]([OH:36])=[O:35])=[CH:8][CH:9]=1, predict the reactants needed to synthesize it. The reactants are: [OH-].[Na+].[F:3][C:4]1[CH:9]=[CH:8][C:7]([C:10]2[N:14]3[CH2:15][CH2:16][CH2:17]/[C:18](=[CH:19]\[C:20]4[CH:25]=[CH:24][C:23]([N:26]5[CH:30]=[C:29]([CH3:31])[N:28]=[CH:27]5)=[C:22]([O:32][CH3:33])[CH:21]=4)/[C:13]3=[N:12][C:11]=2[C:34]([O:36]C)=[O:35])=[CH:6][CH:5]=1.Cl. (7) Given the product [C:1]([C:5]1[CH:10]=[CH:9][C:8]([F:11])=[C:7]([NH2:12])[CH:6]=1)([CH3:4])([CH3:2])[CH3:3], predict the reactants needed to synthesize it. The reactants are: [C:1]([C:5]1[CH:10]=[CH:9][C:8]([F:11])=[C:7]([N+:12]([O-])=O)[CH:6]=1)([CH3:4])([CH3:3])[CH3:2].